This data is from Catalyst prediction with 721,799 reactions and 888 catalyst types from USPTO. The task is: Predict which catalyst facilitates the given reaction. Reactant: I[C:2]1[CH:7]=[CH:6][C:5]([N:8]([CH3:14])[CH2:9][CH2:10][N:11]([CH3:13])[CH3:12])=[CH:4][CH:3]=1.[B:15]1([B:15]2[O:19][C:18]([CH3:21])([CH3:20])[C:17]([CH3:23])([CH3:22])[O:16]2)[O:19][C:18]([CH3:21])([CH3:20])[C:17]([CH3:23])([CH3:22])[O:16]1.CC([O-])=O.[K+]. Product: [CH3:12][N:11]([CH3:13])[CH2:10][CH2:9][N:8]([CH3:14])[C:5]1[CH:6]=[CH:7][C:2]([B:15]2[O:19][C:18]([CH3:21])([CH3:20])[C:17]([CH3:23])([CH3:22])[O:16]2)=[CH:3][CH:4]=1. The catalyst class is: 16.